Dataset: Peptide-MHC class I binding affinity with 185,985 pairs from IEDB/IMGT. Task: Regression. Given a peptide amino acid sequence and an MHC pseudo amino acid sequence, predict their binding affinity value. This is MHC class I binding data. (1) The peptide sequence is HPRARSMSS. The MHC is HLA-A31:01 with pseudo-sequence HLA-A31:01. The binding affinity (normalized) is 0.0847. (2) The peptide sequence is KLTKDFSAL. The MHC is HLA-A02:02 with pseudo-sequence HLA-A02:02. The binding affinity (normalized) is 0.721. (3) The peptide sequence is FLKDVMESM. The MHC is HLA-C12:03 with pseudo-sequence HLA-C12:03. The binding affinity (normalized) is 1.00. (4) The peptide sequence is VIEKMNTQF. The MHC is Mamu-A02 with pseudo-sequence Mamu-A02. The binding affinity (normalized) is 0.531.